Dataset: Full USPTO retrosynthesis dataset with 1.9M reactions from patents (1976-2016). Task: Predict the reactants needed to synthesize the given product. Given the product [F:11][B-:12]([F:15])([F:14])[F:13].[OH:2][CH2:3][CH2:4][N+:5]1([CH3:10])[CH2:9][CH2:8][CH2:7][CH2:6]1, predict the reactants needed to synthesize it. The reactants are: [Cl-].[OH:2][CH2:3][CH2:4][N+:5]1([CH3:10])[CH2:9][CH2:8][CH2:7][CH2:6]1.[F:11][B-:12]([F:15])([F:14])[F:13].[Na+].[Cl-].[Na+].ClCCl.